Task: Predict the reactants needed to synthesize the given product.. Dataset: Full USPTO retrosynthesis dataset with 1.9M reactions from patents (1976-2016) (1) Given the product [C:29]1([CH:7]([C:1]2[CH:2]=[CH:3][CH:4]=[CH:5][CH:6]=2)[N:8]2[C:16]3[C:11](=[CH:12][CH:13]=[CH:14][CH:15]=3)[C:10]3([C:17]4[C:26](=[CH:25][C:20]5[O:21][CH2:22][CH2:23][O:24][C:19]=5[CH:18]=4)[O:27][CH2:35]3)[C:9]2=[O:28])[CH:30]=[CH:31][CH:32]=[CH:33][CH:34]=1, predict the reactants needed to synthesize it. The reactants are: [C:1]1([CH:7]([C:29]2[CH:34]=[CH:33][CH:32]=[CH:31][CH:30]=2)[N:8]2[C:16]3[C:11](=[CH:12][CH:13]=[CH:14][CH:15]=3)[CH:10]([C:17]3[C:26]([OH:27])=[CH:25][C:20]4[O:21][CH2:22][CH2:23][O:24][C:19]=4[CH:18]=3)[C:9]2=[O:28])[CH:6]=[CH:5][CH:4]=[CH:3][CH:2]=1.[C:35]1(C(C2C=CC=CC=2)N2C3C(=CC=CC=3)C(C3C=C(C)C(OC)=CC=3O)C2=O)C=CC=CC=1. (2) Given the product [CH3:22][O:21][C:19](=[O:20])[CH:18]([CH2:17][C:16]1[CH:27]=[CH:28][C:13]([O:12][CH2:11][CH2:10][N:1]2[C:5]3=[N:6][CH:7]=[CH:8][CH:9]=[C:4]3[CH:3]=[CH:2]2)=[CH:14][CH:15]=1)[C:23]([OH:25])=[O:24], predict the reactants needed to synthesize it. The reactants are: [N:1]1([CH2:10][CH2:11][O:12][C:13]2[CH:28]=[CH:27][C:16]([CH2:17][CH:18]([C:23]([O:25]C)=[O:24])[C:19]([O:21][CH3:22])=[O:20])=[CH:15][CH:14]=2)[C:5]2=[N:6][CH:7]=[CH:8][CH:9]=[C:4]2[CH:3]=[CH:2]1.[OH-].[Na+]. (3) Given the product [C:26]([O:25][CH2:24][CH:11]([CH2:10][O:9][C:1](=[O:8])[C:2]1[CH:7]=[CH:6][CH:5]=[CH:4][CH:3]=1)[CH2:12][CH2:13][N:14]1[CH:21]=[C:20]([CH:22]([N:34]=[N+:35]=[N-:36])[CH2:23][Br:39])[C:18](=[O:19])[NH:17][C:15]1=[O:16])(=[O:33])[C:27]1[CH:32]=[CH:31][CH:30]=[CH:29][CH:28]=1, predict the reactants needed to synthesize it. The reactants are: [C:1]([O:9][CH2:10][CH:11]([CH2:24][O:25][C:26](=[O:33])[C:27]1[CH:32]=[CH:31][CH:30]=[CH:29][CH:28]=1)[CH2:12][CH2:13][N:14]1[CH:21]=[C:20]([CH:22]=[CH2:23])[C:18](=[O:19])[NH:17][C:15]1=[O:16])(=[O:8])[C:2]1[CH:7]=[CH:6][CH:5]=[CH:4][CH:3]=1.[N-:34]=[N+:35]=[N-:36].[Na+].O.[Br:39]N1C(=O)CCC1=O. (4) Given the product [CH3:10][C:9]([CH2:6][C:4]([CH2:3][CH2:2][C:1]([OH:8])=[O:7])=[O:5])=[O:11], predict the reactants needed to synthesize it. The reactants are: [C:1]([OH:8])(=[O:7])[CH2:2][CH2:3][C:4]([CH3:6])=[O:5].[C:9](OCC)(=[O:11])[CH3:10].